This data is from Reaction yield outcomes from USPTO patents with 853,638 reactions. The task is: Predict the reaction yield, written as a fraction of the theoretical maximum amount of product (1.0 means a 100% yield; for example, 0.34 means a 34% yield). The reactants are Br[C:2]1[CH:3]=[C:4]([CH:7]=[CH:8][CH:9]=1)[CH:5]=[O:6].[CH:10]#[C:11][CH2:12][CH2:13][CH2:14][CH3:15]. The catalyst is N1CCCCC1.[Cu]I.[Pd].C1(P(C2C=CC=CC=2)C2C=CC=CC=2)C=CC=CC=1.C1(P(C2C=CC=CC=2)C2C=CC=CC=2)C=CC=CC=1.C1(P(C2C=CC=CC=2)C2C=CC=CC=2)C=CC=CC=1.C1(P(C2C=CC=CC=2)C2C=CC=CC=2)C=CC=CC=1. The product is [C:10]([C:2]1[CH:3]=[C:4]([CH:7]=[CH:8][CH:9]=1)[CH:5]=[O:6])#[C:11][CH2:12][CH2:13][CH2:14][CH3:15]. The yield is 0.870.